From a dataset of Forward reaction prediction with 1.9M reactions from USPTO patents (1976-2016). Predict the product of the given reaction. (1) Given the reactants [S:1]([CH2:5][CH2:6][OH:7])([O-:4])(=[O:3])=[O:2].[Na+].[C:9](O)(=[O:16])[C:10]1[CH:15]=[CH:14][CH:13]=[CH:12][CH:11]=1.FC(F)(F)C(OC(=O)C(F)(F)F)=O.[Cl-].[C:32]1([S+:38]([C:45]2[CH:50]=[CH:49][CH:48]=[CH:47][CH:46]=2)[C:39]2[CH:44]=[CH:43][CH:42]=[CH:41][CH:40]=2)[CH:37]=[CH:36][CH:35]=[CH:34][CH:33]=1.C(=O)(O)[O-].[Na+], predict the reaction product. The product is: [C:9]([O:7][CH2:6][CH2:5][S:1]([O-:4])(=[O:3])=[O:2])(=[O:16])[C:10]1[CH:15]=[CH:14][CH:13]=[CH:12][CH:11]=1.[C:45]1([S+:38]([C:32]2[CH:33]=[CH:34][CH:35]=[CH:36][CH:37]=2)[C:39]2[CH:44]=[CH:43][CH:42]=[CH:41][CH:40]=2)[CH:46]=[CH:47][CH:48]=[CH:49][CH:50]=1. (2) Given the reactants Br[C:2]1[CH:3]=[C:4]([C:15]([NH:17][CH2:18][C:19]2[CH:20]=[N:21][C:22]([CH3:25])=[N:23][CH:24]=2)=[O:16])[CH:5]=[C:6]([C:8]2[CH:13]=[CH:12][C:11]([CH3:14])=[CH:10][CH:9]=2)[CH:7]=1.[CH3:26][C:27]1[CH:28]=[CH:29][C:30]([Sn](CCCC)(CCCC)CCCC)=[N:31][CH:32]=1.C1(C)C=CC=CC=1, predict the reaction product. The product is: [CH3:25][C:22]1[N:21]=[CH:20][C:19]([CH2:18][NH:17][C:15]([C:4]2[CH:5]=[C:6]([C:8]3[CH:13]=[CH:12][C:11]([CH3:14])=[CH:10][CH:9]=3)[CH:7]=[C:2]([C:30]3[CH:29]=[CH:28][C:27]([CH3:26])=[CH:32][N:31]=3)[CH:3]=2)=[O:16])=[CH:24][N:23]=1. (3) Given the reactants [Br:1][C:2]1[CH:7]=[CH:6][C:5]([OH:8])=[CH:4][CH:3]=1.[H-].[Na+].Cl[CH:12]1[CH:16]=[C:15]([CH3:17])[C:14](=[O:18])[N:13]1[CH2:19][C:20]#[CH:21].C([O-])([O-])=O.[Na+].[Na+], predict the reaction product. The product is: [Br:1][C:2]1[CH:7]=[CH:6][C:5]([O:8][CH:12]2[CH:16]=[C:15]([CH3:17])[C:14](=[O:18])[N:13]2[CH2:19][C:20]#[CH:21])=[CH:4][CH:3]=1. (4) Given the reactants [C:1]1([CH:7]([C:13]2[CH:18]=[CH:17][CH:16]=[CH:15][CH:14]=2)[N:8]2[CH2:11][CH:10]([OH:12])[CH2:9]2)[CH:6]=[CH:5][CH:4]=[CH:3][CH:2]=1.[H-].[Na+].[CH2:21](Br)[C:22]1[CH:27]=[CH:26][CH:25]=[CH:24][CH:23]=1, predict the reaction product. The product is: [CH2:21]([O:12][CH:10]1[CH2:11][N:8]([CH:7]([C:1]2[CH:2]=[CH:3][CH:4]=[CH:5][CH:6]=2)[C:13]2[CH:14]=[CH:15][CH:16]=[CH:17][CH:18]=2)[CH2:9]1)[C:22]1[CH:27]=[CH:26][CH:25]=[CH:24][CH:23]=1. (5) Given the reactants [OH-].[Na+].C[O:4][C:5](=[O:30])[CH2:6][CH2:7][C@H:8]([C@@H:10]1[C@:27]2([CH3:28])[C@H:13]([C@H:14]3[C@H:24]([CH2:25][CH2:26]2)[C@:22]2([CH3:23])[C@@H:17]([CH2:18][C@@H:19]([NH2:29])[CH2:20][CH2:21]2)[CH2:16][CH2:15]3)[CH2:12][CH2:11]1)[CH3:9], predict the reaction product. The product is: [NH2:29][C@H:19]1[CH2:20][CH2:21][C@@:22]2([CH3:23])[C@H:17]([CH2:16][CH2:15][C@@H:14]3[C@@H:24]2[CH2:25][CH2:26][C@@:27]2([CH3:28])[C@H:13]3[CH2:12][CH2:11][C@@H:10]2[C@H:8]([CH3:9])[CH2:7][CH2:6][C:5]([OH:30])=[O:4])[CH2:18]1. (6) Given the reactants [C:1]([O:5][C:6]([NH:8][CH:9]1[CH2:14][CH2:13][CH2:12][N:11]([C:15]2[CH:20]=[CH:19][CH:18]=[C:17]([OH:21])[CH:16]=2)[CH2:10]1)=[O:7])([CH3:4])([CH3:3])[CH3:2].Br[C:23]([CH3:30])([CH3:29])[C:24]([O:26][CH2:27][CH3:28])=[O:25], predict the reaction product. The product is: [C:1]([O:5][C:6]([NH:8][CH:9]1[CH2:14][CH2:13][CH2:12][N:11]([C:15]2[CH:16]=[C:17]([CH:18]=[CH:19][CH:20]=2)[O:21][C:23]([CH3:30])([CH3:29])[C:24]([O:26][CH2:27][CH3:28])=[O:25])[CH2:10]1)=[O:7])([CH3:4])([CH3:2])[CH3:3]. (7) The product is: [NH2:8][C:37]1[C:27]2[N:28]=[CH:29][C:30]([C:31]([O:33][CH2:34][CH3:35])=[O:32])=[CH:36][C:26]=2[C:48]2[CH:47]=[CH:46][C:45]([CH3:51])=[CH:50][C:49]=2[N:38]=1. Given the reactants CC1C=CC(B2OC(C)(C)C(C)(C)O2)=C([NH:8]C(=O)OC(C)(C)C)C=1.Cl[C:26]1[C:27]([C:37]#[N:38])=[N:28][CH:29]=[C:30]([CH:36]=1)[C:31]([O:33][CH2:34][CH3:35])=[O:32].C(=O)([O-])[O-].[Na+].[Na+].[C:45]1([CH3:51])[CH:50]=[CH:49][CH:48]=[CH:47][CH:46]=1.C(O)C, predict the reaction product.